This data is from Forward reaction prediction with 1.9M reactions from USPTO patents (1976-2016). The task is: Predict the product of the given reaction. (1) Given the reactants [CH3:1][C:2]([CH3:38])([CH2:28][O:29]COCC[Si](C)(C)C)[CH2:3][NH:4][C:5]([C:7]1[C:15]2[C:10](=[N:11][CH:12]=[C:13]([C:16]([F:19])([F:18])[F:17])[N:14]=2)[N:9](COCC[Si](C)(C)C)[CH:8]=1)=[O:6].Cl.C(=O)(O)[O-].[Na+], predict the reaction product. The product is: [OH:29][CH2:28][C:2]([CH3:38])([CH3:1])[CH2:3][NH:4][C:5]([C:7]1[C:15]2[C:10](=[N:11][CH:12]=[C:13]([C:16]([F:18])([F:19])[F:17])[N:14]=2)[NH:9][CH:8]=1)=[O:6]. (2) Given the reactants [Cl:1][C:2]1[CH:10]=[C:9]([C:11]([NH:13][CH:14]([C:16]2[NH:20][C:19]3[CH:21]=[CH:22][C:23]([Cl:25])=[CH:24][C:18]=3[N:17]=2)[CH3:15])=[O:12])[CH:8]=[CH:7][C:3]=1[C:4](O)=[O:5].[CH:26]([CH:29]1[CH2:33][CH2:32][CH2:31][NH:30]1)([CH3:28])[CH3:27].C(N(C(C)C)CC)(C)C.ClCl, predict the reaction product. The product is: [Cl:1][C:2]1[CH:10]=[C:9]([CH:8]=[CH:7][C:3]=1[C:4]([N:30]1[CH2:31][CH2:32][CH2:33][CH:29]1[CH:26]([CH3:28])[CH3:27])=[O:5])[C:11]([NH:13][CH:14]([C:16]1[NH:20][C:19]2[CH:21]=[CH:22][C:23]([Cl:25])=[CH:24][C:18]=2[N:17]=1)[CH3:15])=[O:12]. (3) Given the reactants [CH3:1][C:2]([NH:14][C:15]1[C:16](=[O:39])[N:17]([C:31]2[CH:38]=[CH:37][C:34]([C:35]#[N:36])=[CH:33][CH:32]=2)[C@@H:18]([C:20]2[CH:25]=[CH:24][CH:23]=[C:22]([O:26][C:27]([F:30])([F:29])[F:28])[CH:21]=2)[CH:19]=1)([C:4]1[CH:9]=[CH:8][CH:7]=[C:6]([C:10]([F:13])([F:12])[F:11])[N:5]=1)[CH3:3].C([BH3-])#N.[Na+], predict the reaction product. The product is: [CH3:3][C:2]([NH:14][C@@H:15]1[CH2:19][C@H:18]([C:20]2[CH:25]=[CH:24][CH:23]=[C:22]([O:26][C:27]([F:30])([F:28])[F:29])[CH:21]=2)[N:17]([C:31]2[CH:38]=[CH:37][C:34]([C:35]#[N:36])=[CH:33][CH:32]=2)[C:16]1=[O:39])([C:4]1[CH:9]=[CH:8][CH:7]=[C:6]([C:10]([F:13])([F:11])[F:12])[N:5]=1)[CH3:1]. (4) The product is: [C:1]1([C:21]2[CH:22]=[CH:23][CH:24]=[CH:25][CH:26]=2)[CH:6]=[CH:5][C:4]([C:7]2[C:19]([Cl:20])=[CH:18][C:10]3[N:11]([CH2:43][O:42][CH2:41][CH2:40][Si:37]([CH3:39])([CH3:38])[CH3:36])[C:12]([S:14]([CH3:17])(=[O:15])=[O:16])=[N:13][C:9]=3[CH:8]=2)=[CH:3][CH:2]=1. Given the reactants [C:1]1([C:21]2[CH:26]=[CH:25][CH:24]=[CH:23][CH:22]=2)[CH:6]=[CH:5][C:4]([C:7]2[C:19]([Cl:20])=[CH:18][C:10]3[NH:11][C:12]([S:14]([CH3:17])(=[O:16])=[O:15])=[N:13][C:9]=3[CH:8]=2)=[CH:3][CH:2]=1.CCN(C(C)C)C(C)C.[CH3:36][Si:37]([CH2:40][CH2:41][O:42][CH2:43]Cl)([CH3:39])[CH3:38], predict the reaction product. (5) Given the reactants C([SiH](CC)CC)C.[S:8]1[C:12]([CH2:13][C:14]2[CH:15]=[C:16]([C:24]3(O)[C@H:29]([O:30][CH2:31][C:32]4[CH:37]=[CH:36][CH:35]=[CH:34][CH:33]=4)[C@@H:28]([O:38][CH2:39][C:40]4[CH:45]=[CH:44][CH:43]=[CH:42][CH:41]=4)[C@@H:27]([O:46][CH2:47][C:48]4[CH:53]=[CH:52][CH:51]=[CH:50][CH:49]=4)[C@@H:26]([CH2:54][O:55][CH2:56][C:57]4[CH:62]=[CH:61][CH:60]=[CH:59][CH:58]=4)[O:25]3)[C:17]3[C:22]([CH:23]=2)=[CH:21][CH:20]=[CH:19][CH:18]=3)=[CH:11][C:10]2[CH:64]=[CH:65][CH:66]=[CH:67][C:9]1=2.O, predict the reaction product. The product is: [S:8]1[C:12]([CH2:13][C:14]2[CH:15]=[C:16]([C@H:24]3[C@@H:29]([O:30][CH2:31][C:32]4[CH:33]=[CH:34][CH:35]=[CH:36][CH:37]=4)[C@@H:28]([O:38][CH2:39][C:40]4[CH:45]=[CH:44][CH:43]=[CH:42][CH:41]=4)[C@@H:27]([O:46][CH2:47][C:48]4[CH:49]=[CH:50][CH:51]=[CH:52][CH:53]=4)[C@@H:26]([CH2:54][O:55][CH2:56][C:57]4[CH:62]=[CH:61][CH:60]=[CH:59][CH:58]=4)[O:25]3)[C:17]3[C:22]([CH:23]=2)=[CH:21][CH:20]=[CH:19][CH:18]=3)=[CH:11][C:10]2[CH:64]=[CH:65][CH:66]=[CH:67][C:9]1=2. (6) Given the reactants [NH2:1][C@H:2]([C:9]1[CH:14]=[CH:13][CH:12]=[CH:11][CH:10]=1)[C:3]([O:5][CH2:6][CH2:7][CH3:8])=[O:4].[P:15](Cl)(Cl)(=[O:27])[O:16][C:17]1[C:26]2[C:21](=[CH:22][CH:23]=[CH:24][CH:25]=2)[CH:20]=[CH:19][CH:18]=1.C(Cl)[Cl:31], predict the reaction product. The product is: [Cl:31][C:18]1[CH:19]=[CH:20][C:21]2[C:26](=[CH:25][CH:24]=[CH:23][CH:22]=2)[C:17]=1[O:16][P:15](=[N:1][C@H:2]([C:9]1[CH:10]=[CH:11][CH:12]=[CH:13][CH:14]=1)[C:3]([O:5][CH2:6][CH2:7][CH3:8])=[O:4])=[O:27].